This data is from Full USPTO retrosynthesis dataset with 1.9M reactions from patents (1976-2016). The task is: Predict the reactants needed to synthesize the given product. (1) Given the product [NH2:18][C:3]1[CH:4]=[C:5]([S:8]([NH:11][O:12][CH:13]2[CH2:17][CH2:16][CH2:15][CH2:14]2)(=[O:9])=[O:10])[CH:6]=[CH:7][C:2]=1[NH2:1], predict the reactants needed to synthesize it. The reactants are: [NH2:1][C:2]1[CH:7]=[CH:6][C:5]([S:8]([NH:11][O:12][CH:13]2[CH2:17][CH2:16][CH2:15][CH2:14]2)(=[O:10])=[O:9])=[CH:4][C:3]=1[N+:18]([O-])=O.C(OCC)(=O)C. (2) Given the product [CH2:11]([O:10][CH:4]([O:3][CH2:1][CH3:2])[C:5](=[O:7])[CH2:19][C:18]1[CH:22]=[CH:23][C:15]([CH2:13][CH3:14])=[CH:16][CH:17]=1)[CH3:12], predict the reactants needed to synthesize it. The reactants are: [CH2:1]([O:3][CH:4]([O:10][CH2:11][CH3:12])[C:5]([O:7]CC)=O)[CH3:2].[CH2:13]([C:15]1[CH:23]=[CH:22][C:18]([CH2:19][Mg]Cl)=[CH:17][CH:16]=1)[CH3:14].[Cl-].[NH4+]. (3) Given the product [NH2:1][C:2]1[N:6]([C:7]2[C:8]([Cl:18])=[CH:9][C:10]([C:14]([F:17])([F:15])[F:16])=[CH:11][C:12]=2[Cl:13])[N:5]=[C:4]([C:19](=[S:24])[NH2:20])[C:3]=1[S:21][CH3:22], predict the reactants needed to synthesize it. The reactants are: [NH2:1][C:2]1[N:6]([C:7]2[C:12]([Cl:13])=[CH:11][C:10]([C:14]([F:17])([F:16])[F:15])=[CH:9][C:8]=2[Cl:18])[N:5]=[C:4]([C:19]#[N:20])[C:3]=1[S:21][CH3:22].O.[SH-:24].[Na+]. (4) Given the product [Cl:31][C:17]1([C:18]([O:20][CH2:21][CH3:22])=[O:19])[CH2:16][CH2:15][CH2:14][N:13]2[C:9]([C:7]3[CH:6]=[CH:5][C:4]([N:23]4[CH:27]=[C:26]([CH3:28])[N:25]=[CH:24]4)=[C:3]([O:2][CH3:1])[N:8]=3)=[N:10][N:11]=[C:12]12, predict the reactants needed to synthesize it. The reactants are: [CH3:1][O:2][C:3]1[N:8]=[C:7]([C:9]2[N:13]3[CH2:14][CH2:15][CH2:16][CH:17]([C:18]([O:20][CH2:21][CH3:22])=[O:19])[C:12]3=[N:11][N:10]=2)[CH:6]=[CH:5][C:4]=1[N:23]1[CH:27]=[C:26]([CH3:28])[N:25]=[CH:24]1.[H-].[Na+].[Cl:31]N1C(=O)CCC1=O. (5) Given the product [C:1]([O:5][C:6]([N:8]1[CH2:9][CH:10]=[C:11]([O:14][S:30]([C:33]([F:36])([F:35])[F:34])(=[O:32])=[O:31])[CH2:12][CH2:13]1)=[O:7])([CH3:4])([CH3:2])[CH3:3], predict the reactants needed to synthesize it. The reactants are: [C:1]([O:5][C:6]([N:8]1[CH2:13][CH2:12][C:11](=[O:14])[CH2:10][CH2:9]1)=[O:7])([CH3:4])([CH3:3])[CH3:2].[Li+].CC([N-]C(C)C)C.C1(N[S:30]([C:33]([F:36])([F:35])[F:34])(=[O:32])=[O:31])C=CC=CC=1. (6) Given the product [CH2:27]([O:26][C:24]([N:18]1[CH2:19][CH2:20][C:21](=[O:22])[N:15]([C@H:4]([C:3]([O:2][CH3:1])=[O:34])[CH2:5][CH2:6][O:7][CH2:8][C:9]2[CH:10]=[CH:11][CH:12]=[CH:13][CH:14]=2)[CH2:16][CH2:17]1)=[O:25])[C:28]1[CH:33]=[CH:32][CH:31]=[CH:30][CH:29]=1, predict the reactants needed to synthesize it. The reactants are: [CH3:1][O:2][C:3](=[O:34])[C@@H:4]([NH:15][CH2:16][CH2:17][N:18]([C:24]([O:26][CH2:27][C:28]1[CH:33]=[CH:32][CH:31]=[CH:30][CH:29]=1)=[O:25])[CH2:19][CH2:20][C:21](O)=[O:22])[CH2:5][CH2:6][O:7][CH2:8][C:9]1[CH:14]=[CH:13][CH:12]=[CH:11][CH:10]=1.Cl.C(N(CC)CC)C.Cl.CN(C)CCCN=C=NCC. (7) Given the product [C:2]1([C:1]2([C:9]3[CH:10]=[CH:11][C:12]([C:13]([O:15][CH3:16])=[O:14])=[CH:17][CH:18]=3)[O:21][CH2:20][CH2:19][O:8]2)[CH:3]=[CH:4][CH:5]=[CH:6][CH:7]=1, predict the reactants needed to synthesize it. The reactants are: [C:1]([C:9]1[CH:18]=[CH:17][C:12]([C:13]([O:15][CH3:16])=[O:14])=[CH:11][CH:10]=1)(=[O:8])[C:2]1[CH:7]=[CH:6][CH:5]=[CH:4][CH:3]=1.[CH2:19](O)[CH2:20][OH:21].C[Si](C(O)C(O)[Si](C)(C)C)(C)C. (8) The reactants are: Cl[C:2]1[C:11]2[C:6](=[CH:7][CH:8]=[C:9]([CH3:12])[CH:10]=2)[N:5]=[C:4]([N:13]2[CH2:19][C:18]3[CH:20]=[CH:21][CH:22]=[CH:23][C:17]=3[S:16](=[O:25])(=[O:24])[CH2:15][CH2:14]2)[CH:3]=1.[NH2:26][C@H:27]1[CH2:32][CH2:31][C@H:30]([OH:33])[CH2:29][CH2:28]1.C1(P(C2CCCCC2)C2C=CC=CC=2C2C=CC=CC=2N(C)C)CCCCC1.CC(C)([O-])C.[Na+]. Given the product [O:24]=[S:16]1(=[O:25])[C:17]2[CH:23]=[CH:22][CH:21]=[CH:20][C:18]=2[CH2:19][N:13]([C:4]2[CH:3]=[C:2]([NH:26][C@H:27]3[CH2:32][CH2:31][C@H:30]([OH:33])[CH2:29][CH2:28]3)[C:11]3[C:6](=[CH:7][CH:8]=[C:9]([CH3:12])[CH:10]=3)[N:5]=2)[CH2:14][CH2:15]1, predict the reactants needed to synthesize it.